Dataset: Reaction yield outcomes from USPTO patents with 853,638 reactions. Task: Predict the reaction yield, written as a fraction of the theoretical maximum amount of product (1.0 means a 100% yield; for example, 0.34 means a 34% yield). (1) The catalyst is C1COCC1.CO. The product is [CH:1]1([C:7]2[C:8]3[CH:20]=[C:19]([C:21]([OH:23])=[O:22])[S:18][C:9]=3[NH:10][C:11]=2[C:12]2[CH:13]=[CH:14][CH:15]=[CH:16][CH:17]=2)[CH2:2][CH2:3][CH2:4][CH2:5][CH2:6]1. The reactants are [CH:1]1([C:7]2[C:8]3[CH:20]=[C:19]([C:21]([O:23]CC)=[O:22])[S:18][C:9]=3[NH:10][C:11]=2[C:12]2[CH:17]=[CH:16][CH:15]=[CH:14][CH:13]=2)[CH2:6][CH2:5][CH2:4][CH2:3][CH2:2]1.[OH-].[Na+]. The yield is 0.540. (2) The catalyst is CO. The reactants are C[O:2][C:3](=O)[CH2:4][CH:5]1[CH2:8][N:7]([C:9]([O:11][C:12]([CH3:15])([CH3:14])[CH3:13])=[O:10])[CH2:6]1.[NH2:17][NH2:18].O. The yield is 0.960. The product is [NH:17]([C:3](=[O:2])[CH2:4][CH:5]1[CH2:8][N:7]([C:9]([O:11][C:12]([CH3:15])([CH3:14])[CH3:13])=[O:10])[CH2:6]1)[NH2:18]. (3) The reactants are C([O-])(=O)C.[Na+].[CH3:6][C:7]1[CH:11]=[C:10]([CH3:12])[N:9]([C:13]2[N:21]=[C:20]3[C:16]([N:17]=[CH:18][NH:19]3)=[C:15]([NH:22][CH:23]3[CH2:31][C:30]4[C:25](=[CH:26][CH:27]=[CH:28][CH:29]=4)[CH2:24]3)[N:14]=2)[N:8]=1.[Br:32]Br. No catalyst specified. The yield is 1.00. The product is [Br:32][C:11]1[C:7]([CH3:6])=[N:8][N:9]([C:13]2[N:21]=[C:20]3[C:16]([N:17]=[CH:18][NH:19]3)=[C:15]([NH:22][CH:23]3[CH2:31][C:30]4[C:25](=[CH:26][CH:27]=[CH:28][CH:29]=4)[CH2:24]3)[N:14]=2)[C:10]=1[CH3:12]. (4) The reactants are [H-].[Na+].CN(C)C=O.[OH:8][C:9]1[CH:10]=[N:11][CH:12]=[CH:13][CH:14]=1.Cl[C:16]1[CH:21]=[CH:20][C:19]([CH:22]=[O:23])=[CH:18][N:17]=1. The catalyst is O. The product is [N:11]1[CH:12]=[CH:13][CH:14]=[C:9]([O:8][C:16]2[N:17]=[CH:18][C:19]([CH:22]=[O:23])=[CH:20][CH:21]=2)[CH:10]=1. The yield is 0.360. (5) The reactants are [F:1][C:2]([F:15])([CH:6]([O:9][C:10](=[O:14])[C:11]([CH3:13])=[CH2:12])[CH2:7][CH3:8])[C:3]([OH:5])=[O:4].C1CCC(N=C=NC2CCCCC2)CC1.[F:31][C:32]([F:36])([F:35])[CH2:33]O.Cl. The catalyst is ClCCl.CN(C1C=CN=CC=1)C. The product is [F:31][C:32]([F:36])([F:35])[CH2:33][O:4][C:3](=[O:5])[C:2]([F:15])([F:1])[CH:6]([O:9][C:10](=[O:14])[C:11]([CH3:13])=[CH2:12])[CH2:7][CH3:8]. The yield is 0.710.